This data is from Full USPTO retrosynthesis dataset with 1.9M reactions from patents (1976-2016). The task is: Predict the reactants needed to synthesize the given product. Given the product [F:1][C:2]1[CH:3]=[C:4]([C:9]([F:10])([F:11])[F:12])[C:5]([N+:13]([O-:15])=[O:14])=[C:6]([OH:8])[CH:7]=1, predict the reactants needed to synthesize it. The reactants are: [F:1][C:2]1[CH:3]=[C:4]([C:9]([F:12])([F:11])[F:10])[CH:5]=[C:6]([OH:8])[CH:7]=1.[N+:13]([O-])([OH:15])=[O:14].